This data is from Catalyst prediction with 721,799 reactions and 888 catalyst types from USPTO. The task is: Predict which catalyst facilitates the given reaction. Reactant: [Br:1][C:2]1[CH:7]=[C:6]([F:8])[C:5]([F:9])=[CH:4][C:3]=1[CH2:10][OH:11].N1C=CN=C1.Cl[Si:18]([CH:25]([CH3:27])[CH3:26])([CH:22]([CH3:24])[CH3:23])[CH:19]([CH3:21])[CH3:20]. Product: [Br:1][C:2]1[CH:7]=[C:6]([F:8])[C:5]([F:9])=[CH:4][C:3]=1[CH2:10][O:11][Si:18]([CH:25]([CH3:27])[CH3:26])([CH:22]([CH3:24])[CH3:23])[CH:19]([CH3:21])[CH3:20]. The catalyst class is: 3.